Dataset: NCI-60 drug combinations with 297,098 pairs across 59 cell lines. Task: Regression. Given two drug SMILES strings and cell line genomic features, predict the synergy score measuring deviation from expected non-interaction effect. (1) Synergy scores: CSS=32.6, Synergy_ZIP=4.14, Synergy_Bliss=7.76, Synergy_Loewe=2.13, Synergy_HSA=8.78. Drug 1: COC1=CC(=CC(=C1O)OC)C2C3C(COC3=O)C(C4=CC5=C(C=C24)OCO5)OC6C(C(C7C(O6)COC(O7)C8=CC=CS8)O)O. Cell line: HS 578T. Drug 2: C1C(C(OC1N2C=NC(=NC2=O)N)CO)O. (2) Drug 1: C1=NC2=C(N1)C(=S)N=CN2. Drug 2: C1CCC(C(C1)N)N.C(=O)(C(=O)[O-])[O-].[Pt+4]. Cell line: SK-MEL-5. Synergy scores: CSS=31.3, Synergy_ZIP=-13.2, Synergy_Bliss=-2.83, Synergy_Loewe=-3.79, Synergy_HSA=-0.00704. (3) Drug 1: CCC1=CC2CC(C3=C(CN(C2)C1)C4=CC=CC=C4N3)(C5=C(C=C6C(=C5)C78CCN9C7C(C=CC9)(C(C(C8N6C)(C(=O)OC)O)OC(=O)C)CC)OC)C(=O)OC.C(C(C(=O)O)O)(C(=O)O)O. Drug 2: CN1C(=O)N2C=NC(=C2N=N1)C(=O)N. Cell line: LOX IMVI. Synergy scores: CSS=37.3, Synergy_ZIP=-2.94, Synergy_Bliss=-2.62, Synergy_Loewe=-31.3, Synergy_HSA=-0.309. (4) Drug 1: CC(C1=C(C=CC(=C1Cl)F)Cl)OC2=C(N=CC(=C2)C3=CN(N=C3)C4CCNCC4)N. Drug 2: C(CC(=O)O)C(=O)CN.Cl. Cell line: HOP-92. Synergy scores: CSS=-6.00, Synergy_ZIP=-5.67, Synergy_Bliss=-17.1, Synergy_Loewe=-15.5, Synergy_HSA=-15.4. (5) Drug 1: CN(C(=O)NC(C=O)C(C(C(CO)O)O)O)N=O. Drug 2: C(CCl)NC(=O)N(CCCl)N=O. Cell line: OVCAR-8. Synergy scores: CSS=47.4, Synergy_ZIP=0.796, Synergy_Bliss=1.17, Synergy_Loewe=-11.7, Synergy_HSA=0.194. (6) Drug 1: C1=CN(C(=O)N=C1N)C2C(C(C(O2)CO)O)O.Cl. Drug 2: COC1=NC(=NC2=C1N=CN2C3C(C(C(O3)CO)O)O)N. Cell line: SF-268. Synergy scores: CSS=7.84, Synergy_ZIP=-2.35, Synergy_Bliss=-0.455, Synergy_Loewe=-5.53, Synergy_HSA=-0.318. (7) Drug 1: C1C(C(OC1N2C=NC3=C2NC=NCC3O)CO)O. Drug 2: C1CCC(C(C1)N)N.C(=O)(C(=O)[O-])[O-].[Pt+4]. Cell line: M14. Synergy scores: CSS=8.51, Synergy_ZIP=-1.76, Synergy_Bliss=-1.10, Synergy_Loewe=-2.26, Synergy_HSA=-1.98.